From a dataset of Peptide-MHC class II binding affinity with 134,281 pairs from IEDB. Regression. Given a peptide amino acid sequence and an MHC pseudo amino acid sequence, predict their binding affinity value. This is MHC class II binding data. (1) The peptide sequence is PEFSELFAAFPSFAG. The MHC is HLA-DQA10101-DQB10501 with pseudo-sequence HLA-DQA10101-DQB10501. The binding affinity (normalized) is 0.232. (2) The peptide sequence is KNTIVIPKGDFLTGP. The MHC is DRB1_1302 with pseudo-sequence DRB1_1302. The binding affinity (normalized) is 0.0934. (3) The peptide sequence is AAAEAGTTVYGAFAA. The MHC is HLA-DPA10103-DPB10601 with pseudo-sequence HLA-DPA10103-DPB10601. The binding affinity (normalized) is 0. (4) The peptide sequence is FNILTGKKITAHLKR. The MHC is DRB1_0701 with pseudo-sequence DRB1_0701. The binding affinity (normalized) is 0.733. (5) The peptide sequence is NLARTISEAGQAMAS. The MHC is DRB1_1302 with pseudo-sequence DRB1_1302. The binding affinity (normalized) is 0.0459. (6) The peptide sequence is SIDLELSWNLNGLQAY. The MHC is DRB1_0401 with pseudo-sequence DRB1_0401. The binding affinity (normalized) is 0.686. (7) The peptide sequence is VKIEYSGTNNKTMAV. The MHC is DRB1_0401 with pseudo-sequence DRB1_0401. The binding affinity (normalized) is 0.608. (8) The peptide sequence is GVLVATNFFGINTIP. The MHC is DRB1_0404 with pseudo-sequence DRB1_0404. The binding affinity (normalized) is 0.654. (9) The peptide sequence is LDSWWTSLNFLGGSP. The MHC is DRB1_0801 with pseudo-sequence DRB1_0801. The binding affinity (normalized) is 0.